Task: Predict the reactants needed to synthesize the given product.. Dataset: Retrosynthesis with 50K atom-mapped reactions and 10 reaction types from USPTO (1) Given the product CC(C)(C)c1ccc(CN2CCN(c3ccc4nnc(C(F)(F)F)n4n3)CC2)cc1, predict the reactants needed to synthesize it. The reactants are: CC(C)(C)c1ccc(C=O)cc1.FC(F)(F)c1nnc2ccc(N3CCNCC3)nn12. (2) Given the product CN(C)c1cccc2c(S(=O)(=O)NCCCOCCOCCCNc3c([N+](=O)[O-])c(Cl)nc4ccccc34)cccc12, predict the reactants needed to synthesize it. The reactants are: CN(C)c1cccc2c(S(=O)(=O)NCCCOCCOCCCN)cccc12.O=[N+]([O-])c1c(Cl)nc2ccccc2c1Cl. (3) Given the product CCc1nnc(-c2cc(C(=O)N3CCC(c4ccc(C#N)cc4)CC3C)c(C)cc2C2CCC2)[nH]1, predict the reactants needed to synthesize it. The reactants are: CC1CC(c2ccc(C#N)cc2)CCN1.CCc1nnc(-c2cc(C(=O)O)c(C)cc2C2CCC2)[nH]1. (4) Given the product CNC(=S)Nc1nc(-c2cccc(CNC(C)=O)n2)cs1, predict the reactants needed to synthesize it. The reactants are: CC(=O)NCc1cccc(-c2csc(N)n2)n1.CN=C=S. (5) Given the product CCCCCC1CCC(CCC2=CCC(C3CCC(O)CC3)CC2)CC1, predict the reactants needed to synthesize it. The reactants are: CCCCCC1CCC(CCC2=CCC(C3CCC(=O)CC3)CC2)CC1. (6) The reactants are: CCOC(=O)CCc1ccc(OCc2ccc(CCl)cc2)cc1F.Fc1ccc(-c2cc(CCc3ccccc3)[nH]n2)cc1. Given the product CCOC(=O)CCc1ccc(OCc2ccc(Cn3nc(-c4ccc(F)cc4)cc3CCc3ccccc3)cc2)cc1F, predict the reactants needed to synthesize it.